Predict the reactants needed to synthesize the given product. From a dataset of Full USPTO retrosynthesis dataset with 1.9M reactions from patents (1976-2016). (1) Given the product [CH:1]([C:4]1[C:5]([O:13][CH3:14])=[CH:6][C:7]([CH3:12])=[C:8]([CH:11]=1)[CH:9]=[C:17]1[C:18]2[C:23](=[N:22][CH:21]=[CH:20][CH:19]=2)[NH:15][C:16]1=[O:24])([CH3:3])[CH3:2], predict the reactants needed to synthesize it. The reactants are: [CH:1]([C:4]1[C:5]([O:13][CH3:14])=[CH:6][C:7]([CH3:12])=[C:8]([CH:11]=1)[CH:9]=O)([CH3:3])[CH3:2].[NH:15]1[C:23]2[C:18](=[CH:19][CH:20]=[CH:21][N:22]=2)[CH2:17][C:16]1=[O:24]. (2) The reactants are: [CH2:1]([N:8]1[CH2:12][CH:11]([N:13](C(OC(C)(C)C)=O)[CH2:14][C:15]2[CH:20]=[CH:19][C:18]([F:21])=[CH:17][C:16]=2[F:22])[CH2:10][CH:9]1[C:30](O)=[O:31])[C:2]1[CH:7]=[CH:6][CH:5]=[CH:4][CH:3]=1.[CH3:33][O:34][C:35]1[CH:36]=[C:37]2[C:42](=[CH:43][C:44]=1[O:45][CH3:46])[CH2:41][NH:40][CH2:39][CH2:38]2. Given the product [CH2:1]([N:8]1[CH2:12][C@@H:11]([NH:13][CH2:14][C:15]2[CH:20]=[CH:19][C:18]([F:21])=[CH:17][C:16]=2[F:22])[CH2:10][C@H:9]1[C:30]([N:40]1[CH2:39][CH2:38][C:37]2[C:42](=[CH:43][C:44]([O:45][CH3:46])=[C:35]([O:34][CH3:33])[CH:36]=2)[CH2:41]1)=[O:31])[C:2]1[CH:3]=[CH:4][CH:5]=[CH:6][CH:7]=1, predict the reactants needed to synthesize it.